This data is from Forward reaction prediction with 1.9M reactions from USPTO patents (1976-2016). The task is: Predict the product of the given reaction. (1) Given the reactants CC(C)([O-])C.[Na+].C1(P(C2C=CC=CC=2)C2C=CC3C(=CC=CC=3)C=2C2C3C(=CC=CC=3)C=CC=2P(C2C=CC=CC=2)C2C=CC=CC=2)C=CC=CC=1.[CH2:53]([NH2:60])[C:54]1[CH:59]=[CH:58][CH:57]=[CH:56][CH:55]=1.Br[C:62]1[CH:63]=[C:64]([CH2:69][CH:70]([CH:78]2[CH2:81][CH2:80][CH2:79]2)[C:71]([O:73][C:74]([CH3:77])([CH3:76])[CH3:75])=[O:72])[CH:65]=[CH:66][C:67]=1[Cl:68], predict the reaction product. The product is: [CH2:53]([NH:60][C:66]1[CH:65]=[C:64]([CH2:69][CH:70]([CH:78]2[CH2:79][CH2:80][CH2:81]2)[C:71]([O:73][C:74]([CH3:77])([CH3:76])[CH3:75])=[O:72])[CH:63]=[CH:62][C:67]=1[Cl:68])[C:54]1[CH:59]=[CH:58][CH:57]=[CH:56][CH:55]=1. (2) The product is: [C:62]([C:59]1[CH:58]=[CH:57][C:56]([C:55]([NH:54][C@@H:41]([CH2:40][C:37]2[CH:36]=[CH:35][C:34]([C:31]3[N:30]=[CH:29][C:28]([C:5]4[CH:6]=[CH:7][C:2]([OH:1])=[CH:3][CH:4]=4)=[CH:33][N:32]=3)=[CH:39][CH:38]=2)[C:42]([NH:44][C@@H:45]([C:47]([O:49][C:50]([CH3:53])([CH3:51])[CH3:52])=[O:48])[CH3:46])=[O:43])=[O:66])=[CH:61][CH:60]=1)([CH3:63])([CH3:64])[CH3:65]. Given the reactants [OH:1][C:2]1[CH:7]=[CH:6][C:5](B(O)O)=[CH:4][CH:3]=1.O.O.O.O.O.O.O.O.O.O.C(=O)([O-])[O-].[Na+].[Na+].Br[C:28]1[CH:29]=[N:30][C:31]([C:34]2[CH:39]=[CH:38][C:37]([CH2:40][C@H:41]([NH:54][C:55](=[O:66])[C:56]3[CH:61]=[CH:60][C:59]([C:62]([CH3:65])([CH3:64])[CH3:63])=[CH:58][CH:57]=3)[C:42]([NH:44][C@@H:45]([C:47]([O:49][C:50]([CH3:53])([CH3:52])[CH3:51])=[O:48])[CH3:46])=[O:43])=[CH:36][CH:35]=2)=[N:32][CH:33]=1.C1COCC1, predict the reaction product. (3) Given the reactants [C:1]([O:5][C:6](=[O:17])[NH:7][C:8]1[CH:13]=[C:12]([Cl:14])[C:11]([CH3:15])=[CH:10][C:9]=1[NH2:16])([CH3:4])([CH3:3])[CH3:2].C([O:22][C:23](=O)[CH2:24][C:25]([C:27]1[CH:32]=[CH:31][CH:30]=[C:29]([C:33]2[CH:38]=[N:37][CH:36]=[C:35]([CH3:39])[N:34]=2)[CH:28]=1)=[O:26])(C)(C)C, predict the reaction product. The product is: [C:1]([O:5][C:6](=[O:17])[NH:7][C:8]1[CH:13]=[C:12]([Cl:14])[C:11]([CH3:15])=[CH:10][C:9]=1[NH:16][C:23](=[O:22])[CH2:24][C:25]([C:27]1[CH:32]=[CH:31][CH:30]=[C:29]([C:33]2[CH:38]=[N:37][CH:36]=[C:35]([CH3:39])[N:34]=2)[CH:28]=1)=[O:26])([CH3:4])([CH3:2])[CH3:3]. (4) Given the reactants [C:1]([O:5][C:6]([N:8]1[CH2:13][CH2:12][C:11]2[N:14]=[C:15]3[S:19][C:18]([CH3:20])=[N:17][N:16]3[C:10]=2[CH:9]1[C:21]1[S:25][CH:24]=[C:23]([C:26]([OH:28])=O)[CH:22]=1)=[O:7])([CH3:4])([CH3:3])[CH3:2].[NH3:29], predict the reaction product. The product is: [C:26]([C:23]1[CH:22]=[C:21]([CH:9]2[C:10]3[N:16]4[N:17]=[C:18]([CH3:20])[S:19][C:15]4=[N:14][C:11]=3[CH2:12][CH2:13][N:8]2[C:6]([O:5][C:1]([CH3:3])([CH3:4])[CH3:2])=[O:7])[S:25][CH:24]=1)(=[O:28])[NH2:29]. (5) Given the reactants [CH:1]([C:3]1[CH:8]=[CH:7][C:6]([C:9]([O:11][C@H:12]2[C@H:32]([O:33][CH3:34])[C@@H:31]([C:35]([O:37][CH3:38])=[O:36])[C@@H:30]3[C@@H:14]([CH2:15][N:16]4[C@H:28]([CH2:29]3)[C:27]3[NH:26][C:25]5[C:20](=[CH:21][CH:22]=[C:23]([O:39][CH3:40])[CH:24]=5)[C:19]=3[CH2:18][CH2:17]4)[CH2:13]2)=[O:10])=[CH:5][CH:4]=1)=[O:2].[BH4-].[Na+], predict the reaction product. The product is: [OH:2][CH2:1][C:3]1[CH:8]=[CH:7][C:6]([C:9]([O:11][C@H:12]2[C@H:32]([O:33][CH3:34])[C@@H:31]([C:35]([O:37][CH3:38])=[O:36])[C@@H:30]3[C@@H:14]([CH2:15][N:16]4[C@H:28]([CH2:29]3)[C:27]3[NH:26][C:25]5[C:20](=[CH:21][CH:22]=[C:23]([O:39][CH3:40])[CH:24]=5)[C:19]=3[CH2:18][CH2:17]4)[CH2:13]2)=[O:10])=[CH:5][CH:4]=1. (6) Given the reactants [F:1][C:2]1[CH:30]=[C:29]([F:31])[CH:28]=[CH:27][C:3]=1[O:4][C:5]1[CH:10]=[CH:9][C:8]([S:11]([NH2:14])(=[O:13])=[O:12])=[CH:7][C:6]=1[C:15]1[C:23]2[C:18](=[C:19]([O:24]C)[N:20]=[CH:21][CH:22]=2)[N:17]([CH3:26])[CH:16]=1.Cl, predict the reaction product. The product is: [F:1][C:2]1[CH:30]=[C:29]([F:31])[CH:28]=[CH:27][C:3]=1[O:4][C:5]1[CH:10]=[CH:9][C:8]([S:11]([NH2:14])(=[O:13])=[O:12])=[CH:7][C:6]=1[C:15]1[C:23]2[CH:22]=[CH:21][NH:20][C:19](=[O:24])[C:18]=2[N:17]([CH3:26])[CH:16]=1. (7) Given the reactants C([O:8][C@@H:9]([C:11]1[O:15][C:14]([N:16]2[CH2:21][CH2:20][CH:19]([C:22]3[CH:27]=[C:26]([N:28]([CH2:37][O:38][CH2:39][CH2:40][Si:41]([CH3:44])([CH3:43])[CH3:42])[CH2:29][O:30][CH2:31][CH2:32][Si:33]([CH3:36])([CH3:35])[CH3:34])[N:25]4[N:45]=[CH:46][C:47]([C:48]5[CH:49]=[N:50][C:51]([C:54]6[CH:59]=[CH:58][CH:57]=[CH:56][CH:55]=6)=[CH:52][CH:53]=5)=[C:24]4[N:23]=3)[CH2:18][CH2:17]2)=[N:13][N:12]=1)[CH3:10])C1C=CC=CC=1, predict the reaction product. The product is: [CH3:43][Si:41]([CH3:42])([CH3:44])[CH2:40][CH2:39][O:38][CH2:37][N:28]([CH2:29][O:30][CH2:31][CH2:32][Si:33]([CH3:36])([CH3:35])[CH3:34])[C:26]1[N:25]2[N:45]=[CH:46][C:47]([C:48]3[CH:49]=[N:50][C:51]([C:54]4[CH:55]=[CH:56][CH:57]=[CH:58][CH:59]=4)=[CH:52][CH:53]=3)=[C:24]2[N:23]=[C:22]([CH:19]2[CH2:18][CH2:17][N:16]([C:14]3[O:15][C:11]([C@H:9]([OH:8])[CH3:10])=[N:12][N:13]=3)[CH2:21][CH2:20]2)[CH:27]=1.